From a dataset of Reaction yield outcomes from USPTO patents with 853,638 reactions. Predict the reaction yield, written as a fraction of the theoretical maximum amount of product (1.0 means a 100% yield; for example, 0.34 means a 34% yield). (1) The reactants are [CH3:1][O:2][C:3]1[CH:43]=[C:42]([O:44][CH3:45])[CH:41]=[CH:40][C:4]=1[CH2:5][NH:6][C:7]1[C:8]2[CH:15]=[CH:14][N:13]([C@H:16]3[C@@H:20]4[O:21][C:22]([CH3:25])([CH3:24])[O:23][C@@H:19]4[C@@H:18]([CH2:26][N:27]([CH:37]([CH3:39])[CH3:38])[CH:28]4[CH2:31][CH:30]([CH2:32][CH2:33][C:34](O)=[O:35])[CH2:29]4)[O:17]3)[C:9]=2[N:10]=[CH:11][N:12]=1.CN(C(ON1N=NC2C=CC=NC1=2)=[N+](C)C)C.F[P-](F)(F)(F)(F)F.C1C=NC2N(O)N=NC=2C=1.[C:80]([C:84]1[CH:85]=[C:86]([NH2:91])[C:87]([NH2:90])=[CH:88][CH:89]=1)([CH3:83])([CH3:82])[CH3:81]. The catalyst is C(Cl)Cl. The product is [NH2:91][C:86]1[CH:85]=[C:84]([C:80]([CH3:83])([CH3:81])[CH3:82])[CH:89]=[CH:88][C:87]=1[NH:90][C:34](=[O:35])[CH2:33][CH2:32][CH:30]1[CH2:31][CH:28]([N:27]([CH2:26][C@@H:18]2[C@@H:19]3[C@@H:20]([O:21][C:22]([CH3:24])([CH3:25])[O:23]3)[C@H:16]([N:13]3[C:9]4[N:10]=[CH:11][N:12]=[C:7]([NH:6][CH2:5][C:4]5[CH:40]=[CH:41][C:42]([O:44][CH3:45])=[CH:43][C:3]=5[O:2][CH3:1])[C:8]=4[CH:15]=[CH:14]3)[O:17]2)[CH:37]([CH3:38])[CH3:39])[CH2:29]1. The yield is 0.500. (2) The reactants are [CH2:1]1[C:3]2([CH2:8][CH2:7][C:6](=[O:9])[CH2:5][CH2:4]2)[CH2:2]1.Cl.[CH3:11][NH:12][CH3:13].Cl.[C:15]([O-])([O-])=O.[K+].[K+]. The catalyst is CC#N. The product is [CH3:11][N:12]([CH2:15][CH:7]1[C:6](=[O:9])[CH2:5][CH2:4][C:3]2([CH2:2][CH2:1]2)[CH2:8]1)[CH3:13]. The yield is 0.384. (3) The reactants are C([O:3][P:4]([CH2:9][NH:10][C:11](=[O:38])[CH2:12][CH2:13][C:14]([CH3:37])=[CH:15][CH2:16][C:17]1[C:18]([O:30]CC[Si](C)(C)C)=[C:19]2[C:23](=[C:24]([CH3:28])[C:25]=1[O:26][CH3:27])[CH2:22][O:21][C:20]2=[O:29])(=[O:8])[O:5]CC)C.C[Si](Br)(C)C.N1C(C)=CC=CC=1C. The catalyst is C(#N)C. The product is [OH:30][C:18]1[C:17]([CH2:16][CH:15]=[C:14]([CH3:37])[CH2:13][CH2:12][C:11]([NH:10][CH2:9][P:4](=[O:3])([OH:8])[OH:5])=[O:38])=[C:25]([O:26][CH3:27])[C:24]([CH3:28])=[C:23]2[C:19]=1[C:20](=[O:29])[O:21][CH2:22]2. The yield is 0.0900.